From a dataset of Forward reaction prediction with 1.9M reactions from USPTO patents (1976-2016). Predict the product of the given reaction. (1) Given the reactants [C:1]([O:5][C:6](=[O:33])[NH:7][C:8]([CH3:32])([CH3:31])[CH2:9][NH:10][CH:11]([C:14]1[N:19]([CH2:20][C:21]2[CH:26]=[CH:25][CH:24]=[CH:23][CH:22]=2)[C:18](=[O:27])[C:17]2=[CH:28][CH:29]=[CH:30][N:16]2[N:15]=1)[CH2:12][CH3:13])([CH3:4])([CH3:3])[CH3:2].[Cl:34][C:35]1[CH:43]=[CH:42][C:38]([C:39](Cl)=[O:40])=[CH:37][CH:36]=1.CCN(CC)CC, predict the reaction product. The product is: [C:1]([O:5][C:6](=[O:33])[NH:7][C:8]([CH3:32])([CH3:31])[CH2:9][N:10]([CH:11]([C:14]1[N:19]([CH2:20][C:21]2[CH:26]=[CH:25][CH:24]=[CH:23][CH:22]=2)[C:18](=[O:27])[C:17]2=[CH:28][CH:29]=[CH:30][N:16]2[N:15]=1)[CH2:12][CH3:13])[C:39](=[O:40])[C:38]1[CH:42]=[CH:43][C:35]([Cl:34])=[CH:36][CH:37]=1)([CH3:2])([CH3:3])[CH3:4]. (2) Given the reactants [CH3:1][C:2]1([CH3:10])[O:6][C@H:5]([CH2:7]CO)[CH2:4][O:3]1.[H-].[Na+].Cl[C:14]1[N:19]=[C:18]([S:20][CH3:21])[N:17]=[C:16]2[NH:22][N:23]=[C:24]([C:25]3[CH:30]=[CH:29][CH:28]=[CH:27][C:26]=3[Cl:31])[C:15]=12.[OH2:32], predict the reaction product. The product is: [Cl:31][C:26]1[CH:27]=[CH:28][CH:29]=[CH:30][C:25]=1[C:24]1[C:15]2[C:16](=[N:17][C:18]([S:20][CH3:21])=[N:19][C:14]=2[O:32][CH2:7][CH:5]2[CH2:4][O:3][C:2]([CH3:1])([CH3:10])[O:6]2)[NH:22][N:23]=1. (3) Given the reactants [CH3:1][C:2]1[CH:7]=[C:6](B2OC(C)(C)C(C)(C)O2)[CH:5]=[C:4]([CH3:17])[C:3]=1[C:18]1[C:22](=[O:23])[CH2:21][CH:20]([CH2:24][CH2:25][NH:26][C:27]([C:29]2[CH:34]=[CH:33][CH:32]=[CH:31][N:30]=2)=[O:28])[C:19]=1[O:35][CH3:36].P([O-])([O-])([O-])=O.[K+].[K+].[K+].Br[C:46]1[CH:51]=[CH:50][CH:49]=[C:48]([Cl:52])[CH:47]=1, predict the reaction product. The product is: [Cl:52][C:48]1[CH:47]=[C:46]([C:6]2[CH:7]=[C:2]([CH3:1])[C:3]([C:18]3[C:22](=[O:23])[CH2:21][CH:20]([CH2:24][CH2:25][NH:26][C:27]([C:29]4[CH:34]=[CH:33][CH:32]=[CH:31][N:30]=4)=[O:28])[C:19]=3[O:35][CH3:36])=[C:4]([CH3:17])[CH:5]=2)[CH:51]=[CH:50][CH:49]=1. (4) The product is: [CH3:12][N:13]1[CH2:14][CH2:15][N:16]([C:19]2[CH:24]=[C:23]([C:25]3[CH:34]=[C:33]4[C:28]([CH2:29][CH2:30][N:31]([C:8](=[O:10])[CH2:7][CH:4]5[CH2:3][CH2:2][O:1][CH2:6][CH2:5]5)[CH2:32]4)=[CH:27][CH:26]=3)[N:22]=[C:21]([NH2:35])[N:20]=2)[CH2:17][CH2:18]1. Given the reactants [O:1]1[CH2:6][CH2:5][CH:4]([CH2:7][C:8]([OH:10])=O)[CH2:3][CH2:2]1.Cl.[CH3:12][N:13]1[CH2:18][CH2:17][N:16]([C:19]2[CH:24]=[C:23]([C:25]3[CH:34]=[C:33]4[C:28]([CH2:29][CH2:30][NH:31][CH2:32]4)=[CH:27][CH:26]=3)[N:22]=[C:21]([NH2:35])[N:20]=2)[CH2:15][CH2:14]1, predict the reaction product.